This data is from Reaction yield outcomes from USPTO patents with 853,638 reactions. The task is: Predict the reaction yield, written as a fraction of the theoretical maximum amount of product (1.0 means a 100% yield; for example, 0.34 means a 34% yield). (1) The reactants are [CH3:1][O:2][C:3]1[CH:4]=[C:5]2[C:10](=[CH:11][CH:12]=1)[N:9]=[C:8]([CH3:13])[CH:7]=[C:6]2O.O=P(Cl)(Cl)[Cl:17]. No catalyst specified. The product is [Cl:17][C:6]1[C:5]2[C:10](=[CH:11][CH:12]=[C:3]([O:2][CH3:1])[CH:4]=2)[N:9]=[C:8]([CH3:13])[CH:7]=1. The yield is 0.890. (2) The reactants are C1(C(=[N:14][CH:15]([CH2:21][CH:22]=[C:23]2[CH2:28][CH2:27][O:26][CH2:25][CH2:24]2)[C:16]([O:18][CH2:19][CH3:20])=[O:17])C2C=CC=CC=2)C=CC=CC=1.O.C(O)(=O)C. The catalyst is C1COCC1. The product is [NH2:14][CH:15]([CH2:21][CH:22]=[C:23]1[CH2:24][CH2:25][O:26][CH2:27][CH2:28]1)[C:16]([O:18][CH2:19][CH3:20])=[O:17]. The yield is 0.790. (3) The reactants are [C:1]([C:4]1[S:5][CH:6]=[CH:7][CH:8]=1)(=O)[CH3:2].[S:9]1[CH:13]=[CH:12][CH:11]=[C:10]1[C:14]([CH2:16][C:17]#[N:18])=[O:15].[CH2:19](C1CCC(=O)CC1)[C:20]1[CH:25]=[CH:24][CH:23]=[CH:22][CH:21]=1.N1CCOCC1.[S]. No catalyst specified. The product is [NH2:18][C:17]1[S:5][C:6]2[CH2:2][CH:1]([CH2:19][C:20]3[CH:25]=[CH:24][CH:23]=[CH:22][CH:21]=3)[CH2:4][CH2:8][C:7]=2[C:16]=1[C:14]([C:10]1[S:9][CH:13]=[CH:12][CH:11]=1)=[O:15]. The yield is 0.720. (4) The reactants are Cl[CH:2]1[C:11]2[C:6](=[CH:7][CH:8]=[CH:9][C:10]=2[CH3:12])[O:5][CH2:4][CH2:3]1.[NH2:13][C:14]1[C:15]2[N:16]([C:24]([CH3:28])=[C:25]([CH3:27])[N:26]=2)[CH:17]=[C:18]([C:20]([O:22][CH3:23])=[O:21])[CH:19]=1.[I-].[Na+].C(=O)([O-])[O-].[K+].[K+]. The catalyst is CC(C)=O. The product is [CH3:27][C:25]1[N:26]=[C:15]2[C:14]([NH:13][CH:2]3[C:11]4[C:6](=[CH:7][CH:8]=[CH:9][C:10]=4[CH3:12])[O:5][CH2:4][CH2:3]3)=[CH:19][C:18]([C:20]([O:22][CH3:23])=[O:21])=[CH:17][N:16]2[C:24]=1[CH3:28]. The yield is 0.740.